Task: Predict the reaction yield, written as a fraction of the theoretical maximum amount of product (1.0 means a 100% yield; for example, 0.34 means a 34% yield).. Dataset: Reaction yield outcomes from USPTO patents with 853,638 reactions The reactants are Br[CH2:2][CH2:3][CH2:4][O:5][C:6]1[CH:15]=[C:14]2[C:9]([CH2:10][CH2:11][C:12]([CH2:21][CH3:22])([C:16]([O:18][CH2:19][CH3:20])=[O:17])[O:13]2)=[CH:8][CH:7]=1.[F:23][C:24]([F:39])([F:38])[C:25]1[C:29]2[CH:30]=[CH:31][C:32]([OH:37])=[C:33]([CH2:34][CH2:35][CH3:36])[C:28]=2[O:27][N:26]=1.C(=O)([O-])[O-].[Cs+].[Cs+]. The catalyst is CN(C=O)C. The product is [F:39][C:24]([F:23])([F:38])[C:25]1[C:29]2[CH:30]=[CH:31][C:32]([O:37][CH2:2][CH2:3][CH2:4][O:5][C:6]3[CH:15]=[C:14]4[C:9]([CH2:10][CH2:11][C:12]([CH2:21][CH3:22])([C:16]([O:18][CH2:19][CH3:20])=[O:17])[O:13]4)=[CH:8][CH:7]=3)=[C:33]([CH2:34][CH2:35][CH3:36])[C:28]=2[O:27][N:26]=1. The yield is 0.850.